This data is from Catalyst prediction with 721,799 reactions and 888 catalyst types from USPTO. The task is: Predict which catalyst facilitates the given reaction. (1) Reactant: [Cl:1][CH2:2][CH2:3][C:4](Cl)=[O:5].[CH2:7]1[C:16]2[C:11](=[CH:12][CH:13]=[CH:14][CH:15]=2)[CH2:10][CH2:9][NH:8]1. Product: [Cl:1][CH2:2][CH2:3][C:4]([N:8]1[CH2:9][CH2:10][C:11]2[C:16](=[CH:15][CH:14]=[CH:13][CH:12]=2)[CH2:7]1)=[O:5]. The catalyst class is: 7. (2) Product: [Br:1][C:2]1[CH:3]=[N:4][N:5]([CH:7]([C:11]2[CH:16]=[CH:15][CH:14]=[CH:13][CH:12]=2)[CH2:8][CH2:9][N:17]2[CH2:22][CH2:21][O:20][CH2:19][CH2:18]2)[CH:6]=1. The catalyst class is: 4. Reactant: [Br:1][C:2]1[CH:3]=[N:4][N:5]([CH:7]([C:11]2[CH:16]=[CH:15][CH:14]=[CH:13][CH:12]=2)[CH2:8][CH:9]=O)[CH:6]=1.[NH:17]1[CH2:22][CH2:21][O:20][CH2:19][CH2:18]1.C(O)(=O)C.CO. (3) Reactant: [NH2:1][C:2]1[CH:7]=[CH:6][C:5]([NH:8][C:9]([C@H:11]2[CH2:16][CH2:15][CH2:14][CH2:13][N:12]2[CH3:17])=[O:10])=[CH:4][C:3]=1[N+:18]([O-])=O. Product: [NH2:18][C:3]1[CH:4]=[C:5]([NH:8][C:9]([C@H:11]2[CH2:16][CH2:15][CH2:14][CH2:13][N:12]2[CH3:17])=[O:10])[CH:6]=[CH:7][C:2]=1[NH2:1]. The catalyst class is: 29. (4) Reactant: [OH:1][CH2:2][C:3]([C:5]1[CH:10]=[CH:9][CH:8]=[CH:7][CH:6]=1)=[O:4].[C:11](OC(=O)C)(=[O:13])[CH3:12].O. Product: [C:11]([O:1][CH2:2][C:3]([C:5]1[CH:10]=[CH:9][CH:8]=[CH:7][CH:6]=1)=[O:4])(=[O:13])[CH3:12]. The catalyst class is: 3.